Dataset: Full USPTO retrosynthesis dataset with 1.9M reactions from patents (1976-2016). Task: Predict the reactants needed to synthesize the given product. (1) The reactants are: [CH2:1]([O:3][C:4](=[O:20])[CH:5]([O:17][CH2:18][CH3:19])[CH2:6][C:7]1[C:15]2[O:14][CH2:13][CH2:12][C:11]=2[C:10]([OH:16])=[CH:9][CH:8]=1)[CH3:2].Cl[CH2:22][C:23]1[N:24]=[C:25]([C:29]2[CH:34]=[CH:33][C:32]([O:35][CH:36]([CH3:38])[CH3:37])=[CH:31][CH:30]=2)[O:26][C:27]=1[CH3:28].C(=O)([O-])[O-].[K+].[K+].[I-].[K+]. Given the product [CH2:1]([O:3][C:4](=[O:20])[CH:5]([O:17][CH2:18][CH3:19])[CH2:6][C:7]1[C:15]2[O:14][CH2:13][CH2:12][C:11]=2[C:10]([O:16][CH2:22][C:23]2[N:24]=[C:25]([C:29]3[CH:34]=[CH:33][C:32]([O:35][CH:36]([CH3:38])[CH3:37])=[CH:31][CH:30]=3)[O:26][C:27]=2[CH3:28])=[CH:9][CH:8]=1)[CH3:2], predict the reactants needed to synthesize it. (2) The reactants are: [CH:1]([O:4][C:5]([N:7]1[CH:12]([CH2:13][CH3:14])[CH2:11][C:10](=O)[C:9]2[S:16][CH:17]=[CH:18][C:8]1=2)=[O:6])([CH3:3])[CH3:2].[F:19][C:20]([F:34])([F:33])[C:21]1[CH:22]=[C:23]([CH:26]=[C:27]([C:29]([F:32])([F:31])[F:30])[CH:28]=1)[CH2:24][NH2:25].C([BH3-])#N.[Na+].[BH4-].[Na+].[OH-].[Na+]. Given the product [CH:1]([O:4][C:5]([N:7]1[CH:12]([CH2:13][CH3:14])[CH2:11][CH:10]([NH:25][CH2:24][C:23]2[CH:26]=[C:27]([C:29]([F:30])([F:31])[F:32])[CH:28]=[C:21]([C:20]([F:19])([F:33])[F:34])[CH:22]=2)[C:9]2[S:16][CH:17]=[CH:18][C:8]1=2)=[O:6])([CH3:3])[CH3:2], predict the reactants needed to synthesize it. (3) Given the product [Cl:1][C:2]1[CH:7]=[CH:6][C:5]([C:8]2[CH:9]=[C:10]([NH:20][C:33]([C:30]3[CH:31]=[N:32][C:24]4[N:23]([CH3:22])[CH2:28][CH2:27][O:26][C:25]=4[CH:29]=3)=[O:34])[CH:11]=[N:12][C:13]=2[O:14][CH2:15][C:16]([F:17])([F:18])[F:19])=[CH:4][C:3]=1[F:21], predict the reactants needed to synthesize it. The reactants are: [Cl:1][C:2]1[CH:7]=[CH:6][C:5]([C:8]2[CH:9]=[C:10]([NH2:20])[CH:11]=[N:12][C:13]=2[O:14][CH2:15][C:16]([F:19])([F:18])[F:17])=[CH:4][C:3]=1[F:21].[CH3:22][N:23]1[CH2:28][CH2:27][O:26][C:25]2[CH:29]=[C:30]([C:33](O)=[O:34])[CH:31]=[N:32][C:24]1=2. (4) Given the product [CH2:22]([O:29][C:30]1[CH:31]=[CH:32][C:33]2[C:34]3[N:42]([CH3:43])[C:41]([CH3:44])=[N:40][C:35]=3[CH:36]=[N:37][C:38]=2[CH:39]=1)[C:23]1[CH:24]=[CH:25][CH:26]=[CH:27][CH:28]=1.[CH3:43][N:42]1[C:34]2[C:33]3[CH:10]=[C:9]([OH:8])[CH:30]=[CH:39][C:38]=3[N:37]=[CH:36][C:35]=2[N:40]=[C:41]1[CH3:44], predict the reactants needed to synthesize it. The reactants are: C([O:8][CH2:9][CH3:10])(OCC)OCC.C(OC)(OC)(OC)CCCC.[CH2:22]([O:29][C:30]1[CH:31]=[CH:32][C:33]2[C:34]3[N:42]([CH3:43])[C:41]([CH3:44])=[N:40][C:35]=3[CH:36]=[N:37][C:38]=2[CH:39]=1)[C:23]1[CH:28]=[CH:27][CH:26]=[CH:25][CH:24]=1. (5) The reactants are: [N-:1]=[N+:2]=[N-:3].[Na+].[CH2:5]([O:14][C:15]1[CH:16]=[C:17]([CH:20]=[C:21]([O:23][CH2:24][CH2:25][CH2:26][CH2:27][CH2:28][CH2:29][CH2:30][CH2:31][CH3:32])[CH:22]=1)[CH2:18]Cl)[CH2:6][CH2:7][CH2:8][CH2:9][CH2:10][CH2:11][CH2:12][CH3:13]. Given the product [CH2:5]([O:14][C:15]1[CH:16]=[C:17]([CH:20]=[C:21]([O:23][CH2:24][CH2:25][CH2:26][CH2:27][CH2:28][CH2:29][CH2:30][CH2:31][CH2:32][CH2:8][CH2:9][CH3:10])[CH:22]=1)[CH2:18][N:1]=[N+:2]=[N-:3])[CH2:6][CH2:7][CH2:8][CH2:9][CH2:10][CH2:11][CH2:12][CH2:13][CH2:5][CH2:6][CH3:7], predict the reactants needed to synthesize it.